From a dataset of Full USPTO retrosynthesis dataset with 1.9M reactions from patents (1976-2016). Predict the reactants needed to synthesize the given product. (1) Given the product [O:14]1[C:13]2([CH2:18][CH2:19][N:10]([C:7]3[CH:8]=[CH:9][C:4]([NH2:1])=[CH:5][CH:6]=3)[CH2:11][CH2:12]2)[O:17][CH2:16][CH2:15]1, predict the reactants needed to synthesize it. The reactants are: [N+:1]([C:4]1[CH:9]=[CH:8][C:7]([N:10]2[CH2:19][CH2:18][C:13]3([O:17][CH2:16][CH2:15][O:14]3)[CH2:12][CH2:11]2)=[CH:6][CH:5]=1)([O-])=O.[H][H]. (2) Given the product [OH:29][CH2:28][CH2:27][N:26]([CH:23]([CH3:25])[CH3:24])[C:18]([C:12]1[S:13][C:14]2[CH2:15][CH2:16][O:17][C:8]3[CH:7]=[C:6]([C:4]4[CH:3]=[N:2][NH:1][CH:5]=4)[CH:22]=[CH:21][C:9]=3[C:10]=2[N:11]=1)=[O:20], predict the reactants needed to synthesize it. The reactants are: [NH:1]1[CH:5]=[C:4]([C:6]2[CH:22]=[CH:21][C:9]3[C:10]4[N:11]=[C:12]([C:18]([OH:20])=O)[S:13][C:14]=4[CH2:15][CH2:16][O:17][C:8]=3[CH:7]=2)[CH:3]=[N:2]1.[CH:23]([NH:26][CH2:27][CH2:28][OH:29])([CH3:25])[CH3:24]. (3) The reactants are: [F:1][C:2]1[CH:7]=[CH:6][C:5]([N:8]([CH2:31][CH2:32][C:33]([O:35][CH2:36][CH3:37])=[O:34])[C:9]([C:11]2[CH:30]=[CH:29][C:14]3[N:15]([CH3:28])[C:16]([CH2:18][NH:19][C:20]4[CH:25]=[CH:24][C:23]([C:26]#[N:27])=[CH:22][CH:21]=4)=[N:17][C:13]=3[CH:12]=2)=[O:10])=[CH:4][CH:3]=1.[ClH:38].C(O)C.C(=O)([O-])[O-].[NH4+:46].[NH4+]. Given the product [ClH:38].[F:1][C:2]1[CH:3]=[CH:4][C:5]([N:8]([CH2:31][CH2:32][C:33]([O:35][CH2:36][CH3:37])=[O:34])[C:9]([C:11]2[CH:30]=[CH:29][C:14]3[N:15]([CH3:28])[C:16]([CH2:18][NH:19][C:20]4[CH:25]=[CH:24][C:23]([C:26](=[NH:46])[NH2:27])=[CH:22][CH:21]=4)=[N:17][C:13]=3[CH:12]=2)=[O:10])=[CH:6][CH:7]=1, predict the reactants needed to synthesize it. (4) Given the product [IH:9].[CH2:10]([N:6]1[C:5]([CH3:7])=[C:4]([CH3:8])[S:3][C:2]1=[NH:1])[CH2:11][CH2:12][CH3:13], predict the reactants needed to synthesize it. The reactants are: [NH2:1][C:2]1[S:3][C:4]([CH3:8])=[C:5]([CH3:7])[N:6]=1.[I:9][CH2:10][CH2:11][CH2:12][CH3:13]. (5) Given the product [CH3:38][O:37][C:35](=[O:36])[C:33]1[CH:32]=[CH:31][N:30]=[C:29]([O:28][CH2:2][CH:3]([N:10]2[C:14]3[CH:15]=[C:16]([F:20])[C:17]([F:19])=[CH:18][C:13]=3[N:12]=[C:11]2[C:21]2[CH:26]=[CH:25][C:24]([Cl:27])=[CH:23][CH:22]=2)[CH:4]2[CH2:9][CH2:8][CH2:7][CH2:6][CH2:5]2)[CH:34]=1, predict the reactants needed to synthesize it. The reactants are: Br[CH2:2][CH:3]([N:10]1[C:14]2[CH:15]=[C:16]([F:20])[C:17]([F:19])=[CH:18][C:13]=2[N:12]=[C:11]1[C:21]1[CH:26]=[CH:25][C:24]([Cl:27])=[CH:23][CH:22]=1)[CH:4]1[CH2:9][CH2:8][CH2:7][CH2:6][CH2:5]1.[OH:28][C:29]1[CH:34]=[C:33]([C:35]([O:37][CH3:38])=[O:36])[CH:32]=[CH:31][N:30]=1.CCCCCCC. (6) Given the product [CH3:24][C:20]1[N:19]=[C:18]([C:16]([NH:15][C:14]2[C:10]([C:8]([NH:7][CH2:6][CH2:5][C:4]([OH:25])=[O:3])=[O:9])=[N:11][NH:12][CH:13]=2)=[O:17])[CH:23]=[CH:22][CH:21]=1, predict the reactants needed to synthesize it. The reactants are: C([O:3][C:4](=[O:25])[CH2:5][CH2:6][NH:7][C:8]([C:10]1[C:14]([NH:15][C:16]([C:18]2[CH:23]=[CH:22][CH:21]=[C:20]([CH3:24])[N:19]=2)=[O:17])=[CH:13][NH:12][N:11]=1)=[O:9])C.[OH-].[Na+].CO.Cl. (7) Given the product [C:21]([C:24]1[CH:32]=[CH:31][C:27]([C:28]([N:10]2[CH2:9][C@H:8]([NH:7][C:6](=[O:20])[O:5][C:1]([CH3:4])([CH3:2])[CH3:3])[C:14](=[O:15])[NH:13][C:12]3[CH:16]=[CH:17][CH:18]=[CH:19][C:11]2=3)=[O:29])=[CH:26][CH:25]=1)(=[O:23])[CH3:22], predict the reactants needed to synthesize it. The reactants are: [C:1]([O:5][C:6](=[O:20])[NH:7][C@@H:8]1[C:14](=[O:15])[NH:13][C:12]2[CH:16]=[CH:17][CH:18]=[CH:19][C:11]=2[NH:10][CH2:9]1)([CH3:4])([CH3:3])[CH3:2].[C:21]([C:24]1[CH:32]=[CH:31][C:27]([C:28](O)=[O:29])=[CH:26][CH:25]=1)(=[O:23])[CH3:22].O=P(Cl)(Cl)Cl.O. (8) The reactants are: [Cl:1][C:2]1[CH:10]=[C:9](I)[C:5]2[O:6][CH2:7][O:8][C:4]=2[C:3]=1[NH2:12].[CH3:13][Si:14]([C:17]#[CH:18])([CH3:16])[CH3:15].C(NC(C)C)(C)C. Given the product [Cl:1][C:2]1[CH:10]=[C:9]([C:18]#[C:17][Si:14]([CH3:16])([CH3:15])[CH3:13])[C:5]2[O:6][CH2:7][O:8][C:4]=2[C:3]=1[NH2:12], predict the reactants needed to synthesize it. (9) Given the product [C:1]([C:4]1[CH:27]=[CH:26][C:7]([O:8][CH2:9][C:10]2[CH:11]=[CH:12][C:13]([CH:14]([OH:15])[C:16]3[CH:17]=[N:18][CH:19]=[C:20]([CH:23]=3)[C:21]#[N:22])=[CH:24][CH:25]=2)=[C:6]([CH2:28][CH2:29][CH3:30])[C:5]=1[OH:31])(=[O:3])[CH3:2], predict the reactants needed to synthesize it. The reactants are: [C:1]([C:4]1[CH:27]=[CH:26][C:7]([O:8][CH2:9][C:10]2[CH:25]=[CH:24][C:13]([C:14]([C:16]3[CH:17]=[N:18][CH:19]=[C:20]([CH:23]=3)[C:21]#[N:22])=[O:15])=[CH:12][CH:11]=2)=[C:6]([CH2:28][CH2:29][CH3:30])[C:5]=1[OH:31])(=[O:3])[CH3:2].Cl.